From a dataset of HIV replication inhibition screening data with 41,000+ compounds from the AIDS Antiviral Screen. Binary Classification. Given a drug SMILES string, predict its activity (active/inactive) in a high-throughput screening assay against a specified biological target. (1) The compound is COC(=O)c1c(C)cc(C)cc1OC. The result is 0 (inactive). (2) The molecule is CC(=NO)c1ccc(S(=O)(=O)c2ccc([N+](=O)[O-])cc2)cc1. The result is 0 (inactive). (3) The compound is COC(=O)C1(Cc2ccccc2)Cc2cc3c(cc2C1)CCC3. The result is 0 (inactive). (4) The drug is COc1ccc(N2C(=O)C3c4[nH]c5ccc(C)cc5c4C4CCC(c5ccccc5)CC4C3C2=O)cc1. The result is 0 (inactive). (5) The drug is NCC(=O)NC1OC(COP(=O)(O)O)C(O)C1O. The result is 0 (inactive). (6) The drug is CC1=C2CCC2(C)C23OCC(C)(CC2C1=O)C3O. The result is 0 (inactive).